Task: Regression. Given a peptide amino acid sequence and an MHC pseudo amino acid sequence, predict their binding affinity value. This is MHC class II binding data.. Dataset: Peptide-MHC class II binding affinity with 134,281 pairs from IEDB The peptide sequence is IGSFFYFPSIGMQRT. The MHC is HLA-DPA10201-DPB11401 with pseudo-sequence HLA-DPA10201-DPB11401. The binding affinity (normalized) is 0.116.